Dataset: Peptide-MHC class II binding affinity with 134,281 pairs from IEDB. Task: Regression. Given a peptide amino acid sequence and an MHC pseudo amino acid sequence, predict their binding affinity value. This is MHC class II binding data. (1) The peptide sequence is FKTFEAAFTSSSKAA. The MHC is DRB1_1001 with pseudo-sequence DRB1_1001. The binding affinity (normalized) is 0.919. (2) The peptide sequence is KFPKFNRVFEIEFDI. The MHC is DRB1_0301 with pseudo-sequence DRB1_0301. The binding affinity (normalized) is 0.165. (3) The peptide sequence is FATCFLIPLTSQFFLP. The MHC is DRB1_0101 with pseudo-sequence DRB1_0101. The binding affinity (normalized) is 0.846. (4) The peptide sequence is SMSLFEVDQTKIQYV. The MHC is DRB1_0404 with pseudo-sequence DRB1_0404. The binding affinity (normalized) is 0.599. (5) The peptide sequence is CHDGMGWLTIGISGP. The MHC is DRB1_0802 with pseudo-sequence DRB1_0802. The binding affinity (normalized) is 0.0553. (6) The peptide sequence is AFKVAATAANAAP. The MHC is HLA-DPA10301-DPB10402 with pseudo-sequence HLA-DPA10301-DPB10402. The binding affinity (normalized) is 0.204.